From a dataset of Forward reaction prediction with 1.9M reactions from USPTO patents (1976-2016). Predict the product of the given reaction. (1) Given the reactants [C:1]1([C:7]2[N:11]=[C:10]([N:12]3[CH2:17][CH2:16][NH:15][CH2:14][CH2:13]3)[S:9][N:8]=2)[CH:6]=[CH:5][CH:4]=[CH:3][CH:2]=1.C(N(CC)CC)C.[CH3:25][O:26][C:27](=[O:37])[C:28]1[CH:33]=[CH:32][CH:31]=[CH:30][C:29]=1[N:34]=[C:35]=[O:36], predict the reaction product. The product is: [C:1]1([C:7]2[N:11]=[C:10]([N:12]3[CH2:17][CH2:16][N:15]([C:35]([NH:34][C:29]4[CH:30]=[CH:31][CH:32]=[CH:33][C:28]=4[C:27]([O:26][CH3:25])=[O:37])=[O:36])[CH2:14][CH2:13]3)[S:9][N:8]=2)[CH:2]=[CH:3][CH:4]=[CH:5][CH:6]=1. (2) Given the reactants Cl.Cl.[CH:3]1([O:9][C:10]2[CH:11]=[C:12]([C:26]3[CH:31]=[CH:30][C:29]([CH2:32][CH2:33][NH:34][CH2:35][C@H:36]([OH:43])[C:37]4[CH:38]=[N:39][CH:40]=[CH:41][CH:42]=4)=[CH:28][CH:27]=3)[CH:13]=[CH:14][C:15]=2[C:16]([NH:18][S:19]([CH2:22][CH2:23][CH2:24][OH:25])(=[O:21])=[O:20])=[O:17])[CH2:8][CH2:7][CH2:6][CH2:5][CH2:4]1.[OH-].[Na+], predict the reaction product. The product is: [CH:3]1([O:9][C:10]2[CH:11]=[C:12]([C:26]3[CH:27]=[CH:28][C:29]([CH2:32][CH2:33][NH:34][CH2:35][C@H:36]([OH:43])[C:37]4[CH:38]=[N:39][CH:40]=[CH:41][CH:42]=4)=[CH:30][CH:31]=3)[CH:13]=[CH:14][C:15]=2[C:16]([NH:18][S:19]([CH2:22][CH2:23][CH2:24][OH:25])(=[O:20])=[O:21])=[O:17])[CH2:8][CH2:7][CH2:6][CH2:5][CH2:4]1. (3) Given the reactants [CH3:1][O:2][C:3](=[O:14])[C:4](=O)[CH2:5][C:6]([C:8]1[N:9]=[CH:10][S:11][CH:12]=1)=O.[Cl:15][C:16]1[N:17]=[N:18][C:19]([NH:22][NH2:23])=[CH:20][CH:21]=1.C(O)(=O)C.C(=O)([O-])O.[Na+], predict the reaction product. The product is: [CH3:1][O:2][C:3]([C:4]1[CH:5]=[C:6]([C:8]2[N:9]=[CH:10][S:11][CH:12]=2)[N:22]([C:19]2[N:18]=[N:17][C:16]([Cl:15])=[CH:21][CH:20]=2)[N:23]=1)=[O:14]. (4) Given the reactants C1(O[C:8](=[O:23])[NH:9][C:10]2[CH:15]=[C:14]([C:16](=[O:18])[NH2:17])[CH:13]=[C:12]([C:19]([CH3:22])([CH3:21])[CH3:20])[CH:11]=2)C=CC=CC=1.[NH2:24][C:25]1[C:34]2[C:29](=[CH:30][CH:31]=[CH:32][CH:33]=2)[C:28]([O:35][C:36]2[CH:41]=[CH:40][N:39]=[C:38]([NH:42][C:43]3[CH:44]=[C:45]([CH:59]=[C:60]([C:62]#[CH:63])[CH:61]=3)[C:46]([NH:48][CH2:49][CH2:50][O:51][CH2:52][CH2:53][O:54][CH2:55][CH2:56][O:57][CH3:58])=[O:47])[CH:37]=2)=[CH:27][CH:26]=1.CCN(CC)CC, predict the reaction product. The product is: [C:19]([C:12]1[CH:11]=[C:10]([NH:9][C:8](=[O:23])[NH:24][C:25]2[C:34]3[C:29](=[CH:30][CH:31]=[CH:32][CH:33]=3)[C:28]([O:35][C:36]3[CH:41]=[CH:40][N:39]=[C:38]([NH:42][C:43]4[CH:44]=[C:45]([CH:59]=[C:60]([C:62]#[CH:63])[CH:61]=4)[C:46]([NH:48][CH2:49][CH2:50][O:51][CH2:52][CH2:53][O:54][CH2:55][CH2:56][O:57][CH3:58])=[O:47])[CH:37]=3)=[CH:27][CH:26]=2)[CH:15]=[C:14]([C:16](=[O:18])[NH2:17])[CH:13]=1)([CH3:20])([CH3:21])[CH3:22].